Dataset: Forward reaction prediction with 1.9M reactions from USPTO patents (1976-2016). Task: Predict the product of the given reaction. (1) Given the reactants CN(C(ON1N=NC2C=CC=NC1=2)=[N+](C)C)C.F[P-](F)(F)(F)(F)F.[NH2:25][CH2:26][C:27]1[C:28]([F:44])=[C:29]([O:34][C:35]2[CH:36]=[C:37]([CH:40]=[C:41]([Cl:43])[CH:42]=2)[C:38]#[N:39])[C:30]([Cl:33])=[CH:31][CH:32]=1.[CH3:45][C:46]([O:49][C:50]([NH:52][C:53]1[CH:54]=[C:55]2[C:59](=[CH:60][CH:61]=1)[NH:58][C:57]([C:62](O)=[O:63])=[CH:56]2)=[O:51])([CH3:48])[CH3:47].CCN(C(C)C)C(C)C, predict the reaction product. The product is: [Cl:33][C:30]1[CH:31]=[CH:32][C:27]([CH2:26][NH:25][C:62]([C:57]2[NH:58][C:59]3[C:55]([CH:56]=2)=[CH:54][C:53]([NH:52][C:50](=[O:51])[O:49][C:46]([CH3:47])([CH3:45])[CH3:48])=[CH:61][CH:60]=3)=[O:63])=[C:28]([F:44])[C:29]=1[O:34][C:35]1[CH:36]=[C:37]([C:38]#[N:39])[CH:40]=[C:41]([Cl:43])[CH:42]=1. (2) The product is: [N:40]1[CH:41]=[CH:42][CH:43]=[C:38]([C:37]([O:17][NH:16][C:14](=[O:15])[CH2:13][CH:12]([C:6]2[CH:7]=[CH:8][C:9]([O:10][CH3:11])=[C:4]([O:3][CH2:1][CH3:2])[CH:5]=2)[N:18]2[C:22](=[O:23])[C:21]3=[CH:24][CH:25]=[CH:26][CH:27]=[C:20]3[C:19]2=[O:28])=[O:44])[CH:39]=1. Given the reactants [CH2:1]([O:3][C:4]1[CH:5]=[C:6]([CH:12]([N:18]2[C:22](=[O:23])[C:21]3=[CH:24][CH:25]=[CH:26][CH:27]=[C:20]3[C:19]2=[O:28])[CH2:13][C:14]([NH:16][OH:17])=[O:15])[CH:7]=[CH:8][C:9]=1[O:10][CH3:11])[CH3:2].C(N(CC)CC)C.Cl.[C:37](Cl)(=[O:44])[C:38]1[CH:43]=[CH:42][CH:41]=[N:40][CH:39]=1, predict the reaction product. (3) Given the reactants [C:1]1([C:7](=[O:12])[CH2:8][C:9](=O)[CH3:10])[CH:6]=[CH:5][CH:4]=[CH:3][CH:2]=1.C([O-])(=O)C.[NH4+:17], predict the reaction product. The product is: [NH2:17][C:9]([CH3:10])=[CH:8][C:7]([C:1]1[CH:6]=[CH:5][CH:4]=[CH:3][CH:2]=1)=[O:12]. (4) Given the reactants C([O:5][C:6]([NH:8][CH2:9][C:10]([C:12]1[CH:17]=[CH:16][C:15]([C:18]2[CH:23]=[CH:22][C:21]([C:24]3[NH:28][C:27]([C@@H:29]4[CH2:33][C@H:32]([CH2:34][O:35][CH3:36])[CH2:31][N:30]4[C:37]([O:39][CH2:40][C:41]4[CH:46]=[CH:45][CH:44]=[CH:43][CH:42]=4)=[O:38])=[N:26][CH:25]=3)=[CH:20][CH:19]=2)=[CH:14][CH:13]=1)=[O:11])=O)(C)(C)C.Cl.[CH3:48][O:49][C:50]([NH:52][C@@H:53]([CH:66]([CH3:68])[CH3:67])[C:54]([N:56]1[CH2:60][C@@H:59]([S:61][CH3:62])[CH2:58][C@H:57]1C(O)=O)=[O:55])=[O:51].CN(C(ON1N=NC2C=CC=NC1=2)=[N+](C)C)C.F[P-](F)(F)(F)(F)F.CCN(C(C)C)C(C)C, predict the reaction product. The product is: [CH3:48][O:49][C:50]([NH:52][C@@H:53]([CH:66]([CH3:68])[CH3:67])[C:54]([N:56]1[CH2:60][C@@H:59]([S:61][CH3:62])[CH2:58][C@H:57]1[C:6]([NH:8][CH2:9][C:10]([C:12]1[CH:13]=[CH:14][C:15]([C:18]2[CH:23]=[CH:22][C:21]([C:24]3[NH:28][C:27]([C@@H:29]4[CH2:33][C@H:32]([CH2:34][O:35][CH3:36])[CH2:31][N:30]4[C:37]([O:39][CH2:40][C:41]4[CH:42]=[CH:43][CH:44]=[CH:45][CH:46]=4)=[O:38])=[N:26][CH:25]=3)=[CH:20][CH:19]=2)=[CH:16][CH:17]=1)=[O:11])=[O:5])=[O:55])=[O:51]. (5) Given the reactants [NH2:1][C:2]([CH3:7])([CH3:6])[C:3]([NH2:5])=[O:4].C([O:11][C@@H:12]1[C@@H:17]([O:18]C(=O)C)[C@H:16]([O:22]C(=O)C)[C@@H:15]([CH2:26][O:27]C(=O)C)[O:14][C@H:13]1[O:31][C:32]1[C:36]([CH2:37][C:38]2[CH:43]=[CH:42][C:41](/[CH:44]=[CH:45]/[C:46](O)=[O:47])=[CH:40][CH:39]=2)=[C:35]([CH:49]([CH3:51])[CH3:50])[NH:34][N:33]=1)(=O)C.C(O[C@@H]1[C@@H](OC(=O)C)[C@H](OC(=O)C)[C@@H](COC(=O)C)O[C@H]1OC1C(CC2C=CC(/C=C/CC(O)=O)=CC=2)=C(C(C)C)NN=1)(=O)C, predict the reaction product. The product is: [C:3]([C:2]([NH:1][C:46](/[CH:45]=[CH:44]/[C:41]1[CH:42]=[CH:43][C:38]([CH2:37][C:36]2[C:32]([O:31][C@@H:13]3[O:14][C@H:15]([CH2:26][OH:27])[C@@H:16]([OH:22])[C@H:17]([OH:18])[C@H:12]3[OH:11])=[N:33][NH:34][C:35]=2[CH:49]([CH3:51])[CH3:50])=[CH:39][CH:40]=1)=[O:47])([CH3:7])[CH3:6])(=[O:4])[NH2:5]. (6) Given the reactants [OH-].[Li+].[CH2:3]([O:10][CH2:11][CH:12]([CH3:43])[C:13]#[C:14][C@@H:15]([N:22]1[CH2:27][CH2:26][C@@H:25]([CH2:28][C:29]([O:31]C)=[O:30])[CH2:24][C@H:23]1[C:33]1[CH:38]=[CH:37][C:36]([C:39]([F:42])([F:41])[F:40])=[CH:35][CH:34]=1)[CH2:16][CH2:17][C:18]([F:21])([F:20])[F:19])[C:4]1[CH:9]=[CH:8][CH:7]=[CH:6][CH:5]=1.Cl.C([O-])(O)=O.[Na+], predict the reaction product. The product is: [CH2:3]([O:10][CH2:11][C@H:12]([CH3:43])[C:13]#[C:14][C@@H:15]([N:22]1[CH2:27][CH2:26][C@@H:25]([CH2:28][C:29]([OH:31])=[O:30])[CH2:24][C@H:23]1[C:33]1[CH:38]=[CH:37][C:36]([C:39]([F:42])([F:40])[F:41])=[CH:35][CH:34]=1)[CH2:16][CH2:17][C:18]([F:21])([F:20])[F:19])[C:4]1[CH:9]=[CH:8][CH:7]=[CH:6][CH:5]=1.